Predict the reactants needed to synthesize the given product. From a dataset of Full USPTO retrosynthesis dataset with 1.9M reactions from patents (1976-2016). (1) Given the product [NH2:13][C:14]1[C:23]([NH2:24])=[CH:22][C:21]([C:25]2[C:26]([CH3:31])=[N:27][O:28][C:29]=2[CH3:30])=[CH:20][C:15]=1[C:16]([C:56]1[CH:57]=[CH:58][CH:59]=[CH:53][N:55]=1)([C:7]1[CH:12]=[CH:11][CH:10]=[CH:9][N:8]=1)[OH:18], predict the reactants needed to synthesize it. The reactants are: C([Li])CCC.Br[C:7]1[CH:12]=[CH:11][CH:10]=[CH:9][N:8]=1.[NH2:13][C:14]1[C:23]([NH2:24])=[CH:22][C:21]([C:25]2[C:26]([CH3:31])=[N:27][O:28][C:29]=2[CH3:30])=[CH:20][C:15]=1[C:16]([O:18]C)=O.CN1C2C(N=C(N)NC=2NCC1CNC1C=CC([C:53]([NH:55][CH:56](C(O)=O)[CH2:57][CH2:58][C:59](O)=O)=O)=CC=1)=O. (2) Given the product [Cl:23][C:24]1[CH:29]=[C:28]([Cl:30])[CH:27]=[CH:26][C:25]=1[C:2]1[CH:3]=[C:4]([C:9]2[N:13]3[CH:14]=[CH:15][C:16]([C:19]([OH:22])([CH3:21])[CH3:20])=[C:17]([F:18])[C:12]3=[N:11][CH:10]=2)[CH:5]=[CH:6][C:7]=1[F:8], predict the reactants needed to synthesize it. The reactants are: Cl[C:2]1[CH:3]=[C:4]([C:9]2[N:13]3[CH:14]=[CH:15][C:16]([C:19]([OH:22])([CH3:21])[CH3:20])=[C:17]([F:18])[C:12]3=[N:11][CH:10]=2)[CH:5]=[CH:6][C:7]=1[F:8].[Cl:23][C:24]1[CH:29]=[C:28]([Cl:30])[CH:27]=[CH:26][C:25]=1B(O)O. (3) Given the product [Cl:90][C:67]([Cl:66])([Cl:91])[CH2:68][O:69][C:70]([C@@H:72]1[CH2:77][CH2:76][CH2:75][N:74]([C:78](=[O:89])[C@@H:79]([NH:81][C:82](=[O:88])[C@@H:83]([O:30][C:29]([C:23]2(/[CH:22]=[CH:21]/[C:15]3[CH:14]=[C:13]4[C:18]([CH:19]=[CH:20][C:11]([C@H:9]([NH:8][C:6]([O:5][C:1]([CH3:2])([CH3:3])[CH3:4])=[O:7])[CH3:10])=[N:12]4)=[CH:17][CH:16]=3)[CH2:28][CH2:27][CH2:26][CH2:25][O:24]2)=[O:31])[CH:84]([CH3:85])[CH3:86])[CH3:80])[NH:73]1)=[O:71], predict the reactants needed to synthesize it. The reactants are: [C:1]([O:5][C:6]([NH:8][C@@H:9]([C:11]1[CH:20]=[CH:19][C:18]2[C:13](=[CH:14][C:15](/[CH:21]=[CH:22]/[C:23]3([C:29]([OH:31])=[O:30])[CH2:28][CH2:27][CH2:26][CH2:25][O:24]3)=[CH:16][CH:17]=2)[N:12]=1)[CH3:10])=[O:7])([CH3:4])([CH3:3])[CH3:2].C(N(CC)C(C)C)(C)C.CC1C=CC=C([N+]([O-])=O)C=1C(OC(=O)C1C([N+]([O-])=O)=CC=CC=1C)=O.[Cl:66][C:67]([Cl:91])([Cl:90])[CH2:68][O:69][C:70]([C@@H:72]1[CH2:77][CH2:76][CH2:75][N:74]([C:78](=[O:89])[C@@H:79]([NH:81][C:82](=[O:88])[C@@H:83](O)[CH:84]([CH3:86])[CH3:85])[CH3:80])[NH:73]1)=[O:71]. (4) The reactants are: [CH3:1][N:2]1[CH2:7][CH2:6][N:5]([CH3:8])[CH2:4][CH:3]1[CH2:9][O:10][C:11]1[CH:12]=[C:13]2[C:18](=[CH:19][CH:20]=1)[CH:17]=[C:16]([C:21]1[C:29]3[C:24](=[CH:25][CH:26]=[C:27]([C:30]#[N:31])[CH:28]=3)[N:23](C3CCCCO3)[N:22]=1)[CH:15]=[CH:14]2.[CH2:38]([OH:40])[CH3:39]. Given the product [CH2:38]([O:40][C:30]([C:27]1[CH:28]=[C:29]2[C:24](=[CH:25][CH:26]=1)[NH:23][N:22]=[C:21]2[C:16]1[CH:15]=[CH:14][C:13]2[C:18](=[CH:19][CH:20]=[C:11]([O:10][CH2:9][CH:3]3[CH2:4][N:5]([CH3:8])[CH2:6][CH2:7][N:2]3[CH3:1])[CH:12]=2)[CH:17]=1)=[NH:31])[CH3:39], predict the reactants needed to synthesize it. (5) Given the product [O:26]=[C:20]1[CH2:19][C:18]2[C:22](=[CH:23][CH:24]=[CH:25][C:17]=2[CH2:16][NH:15][C:14]([C:7]2[S:6][C:5]([C:3]([OH:4])=[O:2])=[C:9]([C:10]([F:13])([F:11])[F:12])[CH:8]=2)=[O:27])[NH:21]1, predict the reactants needed to synthesize it. The reactants are: C[O:2][C:3]([C:5]1[S:6][C:7]([C:14](=[O:27])[NH:15][CH2:16][C:17]2[CH:25]=[CH:24][CH:23]=[C:22]3[C:18]=2[CH2:19][C:20](=[O:26])[NH:21]3)=[CH:8][C:9]=1[C:10]([F:13])([F:12])[F:11])=[O:4].O.[OH-].[Li+].C1COCC1.Cl. (6) Given the product [C:6]([C:5]1[CH:9]=[CH:10][C:2]([O:1][C:12](=[O:13])[O:14][C:15]2[CH:16]=[CH:17][C:18]([N+:21]([O-:23])=[O:22])=[CH:19][CH:20]=2)=[CH:3][CH:4]=1)(=[S:7])[NH2:8], predict the reactants needed to synthesize it. The reactants are: [OH:1][C:2]1[CH:10]=[CH:9][C:5]([C:6]([NH2:8])=[S:7])=[CH:4][CH:3]=1.Cl[C:12]([O:14][C:15]1[CH:20]=[CH:19][C:18]([N+:21]([O-:23])=[O:22])=[CH:17][CH:16]=1)=[O:13].